From a dataset of Reaction yield outcomes from USPTO patents with 853,638 reactions. Predict the reaction yield, written as a fraction of the theoretical maximum amount of product (1.0 means a 100% yield; for example, 0.34 means a 34% yield). The reactants are [Br-:1].[Br-].[Br-].[NH+]1C=CC=CC=1.[NH+]1C=CC=CC=1.[NH+]1C=CC=CC=1.[NH:22]1[C:30]2[CH2:29][CH2:28][CH2:27][C:26](=[O:31])[C:25]=2[CH:24]=[N:23]1. The catalyst is C(O)(=O)C. The product is [Br:1][CH:27]1[CH2:28][CH2:29][C:30]2[NH:22][N:23]=[CH:24][C:25]=2[C:26]1=[O:31]. The yield is 0.900.